Dataset: Forward reaction prediction with 1.9M reactions from USPTO patents (1976-2016). Task: Predict the product of the given reaction. (1) Given the reactants [C:1]1([C:7]([C:18]2[CH:23]=[CH:22][C:21]([N+:24]([O-])=O)=[CH:20][CH:19]=2)=[CH:8][C:9]2[CH:14]=[CH:13][C:12]([N+:15]([O-])=O)=[CH:11][CH:10]=2)[CH:6]=[CH:5][CH:4]=[CH:3][CH:2]=1, predict the reaction product. The product is: [C:1]1([CH:7]([C:18]2[CH:19]=[CH:20][C:21]([NH2:24])=[CH:22][CH:23]=2)[CH2:8][C:9]2[CH:14]=[CH:13][C:12]([NH2:15])=[CH:11][CH:10]=2)[CH:2]=[CH:3][CH:4]=[CH:5][CH:6]=1. (2) Given the reactants F[B-](F)(F)F.[C:6]1(=[O:20])[N:10](OC(N(C)C)=[N+](C)C)[C:9](=[O:19])[CH2:8][CH2:7]1.[C:21]([C:24]1[CH:25]=[CH:26][C:27]([O:33][CH2:34][CH2:35][CH2:36][N:37]=[N+:38]=[N-:39])=[C:28]([CH:32]=1)[C:29]([OH:31])=[O:30])(=[O:23])[CH3:22].C(N(CC)CC)C.S([O-])(O)(=O)=O.[Na+], predict the reaction product. The product is: [O:19]=[C:9]1[CH2:8][CH2:7][C:6](=[O:20])[N:10]1[O:30][C:29](=[O:31])[C:28]1[CH:32]=[C:24]([C:21](=[O:23])[CH3:22])[CH:25]=[CH:26][C:27]=1[O:33][CH2:34][CH2:35][CH2:36][N:37]=[N+:38]=[N-:39]. (3) The product is: [C:32]([C:34]1[CH:39]=[C:38]([C:14]2[CH:15]=[CH:16][C:11]([C:8]3([CH2:18][N:19]([CH3:31])[C:20]([NH:22][C:23]4[CH:28]=[C:27]([Cl:29])[CH:26]=[C:25]([Cl:30])[CH:24]=4)=[O:21])[CH2:9][CH2:10][N:5]([CH2:4][CH:1]4[CH2:3][CH2:2]4)[CH2:6][CH2:7]3)=[CH:12][CH:13]=2)[CH:37]=[CH:36][CH:35]=1)#[N:33]. Given the reactants [CH:1]1([CH2:4][N:5]2[CH2:10][CH2:9][C:8]([CH2:18][N:19]([CH3:31])[C:20]([NH:22][C:23]3[CH:28]=[C:27]([Cl:29])[CH:26]=[C:25]([Cl:30])[CH:24]=3)=[O:21])([C:11]3[CH:16]=[CH:15][C:14](I)=[CH:13][CH:12]=3)[CH2:7][CH2:6]2)[CH2:3][CH2:2]1.[C:32]([C:34]1[CH:35]=[C:36](B(O)O)[CH:37]=[CH:38][CH:39]=1)#[N:33].C([O-])([O-])=O.[Na+].[Na+].CCO, predict the reaction product.